Dataset: Forward reaction prediction with 1.9M reactions from USPTO patents (1976-2016). Task: Predict the product of the given reaction. (1) Given the reactants I[C:2]1[C:10]2[C:5](=[N:6][CH:7]=[C:8]([C:11]([F:14])([F:13])[F:12])[CH:9]=2)[N:4]([C:15]2[CH:20]=[CH:19][CH:18]=[CH:17][CH:16]=2)[C:3]=1[C:21]1[N:26]=[CH:25][C:24]([S:27]([NH:30][C@@H:31]([CH3:36])[C:32]([F:35])([F:34])[F:33])(=[O:29])=[O:28])=[CH:23][CH:22]=1.[C:37]([Cu])#[N:38], predict the reaction product. The product is: [C:37]([C:2]1[C:10]2[C:5](=[N:6][CH:7]=[C:8]([C:11]([F:14])([F:13])[F:12])[CH:9]=2)[N:4]([C:15]2[CH:20]=[CH:19][CH:18]=[CH:17][CH:16]=2)[C:3]=1[C:21]1[N:26]=[CH:25][C:24]([S:27]([NH:30][C@@H:31]([CH3:36])[C:32]([F:35])([F:34])[F:33])(=[O:29])=[O:28])=[CH:23][CH:22]=1)#[N:38]. (2) Given the reactants [B:1]([C:4]1[CH:5]=[C:6]([CH:10]=[CH:11][CH:12]=1)[C:7]([OH:9])=O)([OH:3])[OH:2].CCN=C=NCCCN(C)C.[NH2:24][CH2:25][CH2:26][CH2:27][CH2:28][NH:29][C:30](=[O:56])[CH2:31][C@@H:32]1[N:38]=[C:37]([C:39]2[CH:44]=[CH:43][C:42]([Cl:45])=[CH:41][CH:40]=2)[C:36]2[CH:46]=[C:47]([O:50][CH3:51])[CH:48]=[CH:49][C:35]=2[N:34]2[C:52]([CH3:55])=[N:53][N:54]=[C:33]12, predict the reaction product. The product is: [Cl:45][C:42]1[CH:43]=[CH:44][C:39]([C:37]2[C:36]3[CH:46]=[C:47]([O:50][CH3:51])[CH:48]=[CH:49][C:35]=3[N:34]3[C:52]([CH3:55])=[N:53][N:54]=[C:33]3[C@H:32]([CH2:31][C:30]([NH:29][CH2:28][CH2:27][CH2:26][CH2:25][NH:24][C:7]([C:6]3[CH:5]=[C:4]([B:1]([OH:2])[OH:3])[CH:12]=[CH:11][CH:10]=3)=[O:9])=[O:56])[N:38]=2)=[CH:40][CH:41]=1. (3) Given the reactants C([O:8][C:9]1[CH:14]=[CH:13][C:12]([C:15]2[N:16]=[N:17][N:18]([CH:20]([CH3:22])[CH3:21])[N:19]=2)=[CH:11][CH:10]=1)C1C=CC=CC=1.CO, predict the reaction product. The product is: [CH:20]([N:18]1[N:17]=[N:16][C:15]([C:12]2[CH:11]=[CH:10][C:9]([OH:8])=[CH:14][CH:13]=2)=[N:19]1)([CH3:22])[CH3:21]. (4) The product is: [OH:11][CH:10]([CH2:9][CH:6]1[CH2:7][CH2:8][N:3]([O:2][CH3:1])[CH2:4][CH2:5]1)[C:17]#[N:18]. Given the reactants [CH3:1][O:2][N:3]1[CH2:8][CH2:7][CH:6]([CH2:9][CH:10]=[O:11])[CH2:5][CH2:4]1.OS([O-])=O.[Na+].[C-:17]#[N:18].[K+], predict the reaction product. (5) Given the reactants [F:1][C:2]1[CH:3]=[C:4]([CH2:9][C:10]([OH:12])=[O:11])[CH:5]=[C:6]([F:8])[CH:7]=1.[CH2:13](O)[CH3:14], predict the reaction product. The product is: [F:1][C:2]1[CH:3]=[C:4]([CH2:9][C:10]([O:12][CH2:13][CH3:14])=[O:11])[CH:5]=[C:6]([F:8])[CH:7]=1. (6) Given the reactants [F:1][C:2]1[CH:7]=[CH:6][C:5]([C:8]([F:11])([F:10])[F:9])=[CH:4][C:3]=1[N:12]=[C:13]=[O:14].[C:15]([NH:20][C:21]1[NH:22][CH:23]=[C:24]([C:29]2[CH:34]=[CH:33][C:32]([NH2:35])=[CH:31][CH:30]=2)[C:25]=1[C:26]([NH2:28])=[O:27])(=[O:19])[CH:16]([CH3:18])[CH3:17], predict the reaction product. The product is: [C:15]([NH:20][C:21]1[NH:22][CH:23]=[C:24]([C:29]2[CH:30]=[CH:31][C:32]([NH:35][C:13]([NH:12][C:3]3[CH:4]=[C:5]([C:8]([F:11])([F:10])[F:9])[CH:6]=[CH:7][C:2]=3[F:1])=[O:14])=[CH:33][CH:34]=2)[C:25]=1[C:26]([NH2:28])=[O:27])(=[O:19])[CH:16]([CH3:18])[CH3:17]. (7) Given the reactants [C:1]1([S:7]([N:10]2[C:14]3=[N:15][CH:16]=[C:17]([Br:19])[CH:18]=[C:13]3[C:12](I)=[CH:11]2)(=[O:9])=[O:8])[CH:6]=[CH:5][CH:4]=[CH:3][CH:2]=1.[C:21]([N:40]1[CH:44]=[C:43](B(O)O)[CH:42]=[N:41]1)([C:34]1[CH:39]=[CH:38][CH:37]=[CH:36][CH:35]=1)([C:28]1[CH:33]=[CH:32][CH:31]=[CH:30][CH:29]=1)[C:22]1[CH:27]=[CH:26][CH:25]=[CH:24][CH:23]=1.C([O-])([O-])=O.[Na+].[Na+].[Li+].[Cl-], predict the reaction product. The product is: [C:1]1([S:7]([N:10]2[C:14]3=[N:15][CH:16]=[C:17]([Br:19])[CH:18]=[C:13]3[C:12]([C:43]3[CH:42]=[N:41][N:40]([C:21]([C:28]4[CH:33]=[CH:32][CH:31]=[CH:30][CH:29]=4)([C:22]4[CH:23]=[CH:24][CH:25]=[CH:26][CH:27]=4)[C:34]4[CH:39]=[CH:38][CH:37]=[CH:36][CH:35]=4)[CH:44]=3)=[CH:11]2)(=[O:9])=[O:8])[CH:6]=[CH:5][CH:4]=[CH:3][CH:2]=1. (8) Given the reactants NC1C2N(C3C=CC(N)=CC=3)N=C(C3CCN(C(OC(C)(C)C)=O)CC3)C=2N=CN=1.CN1C2C(=CC=CC=2)C=C1C(Cl)=O.[NH2:44][C:45]1[C:46]2[N:53]([C:54]3[CH:59]=[CH:58][C:57]([NH:60][C:61]([C:63]4[N:64]([CH3:72])[C:65]5[C:70]([CH:71]=4)=[CH:69][CH:68]=[CH:67][CH:66]=5)=[O:62])=[C:56](OC)[CH:55]=3)[N:52]=[C:51]([CH:75]3[CH2:80][CH2:79][NH:78][CH2:77][CH2:76]3)[C:47]=2[N:48]=[CH:49][N:50]=1.CO[C@@H]1[C@@H](C(OC)=O)[C@@H]2[C@@H](CN3[C@H](C2)C2NC4C=C(OC)C=CC=4C=2CC3)C[C@H]1OC(C1C=C(OC)C(OC)=C(OC)C=1)=O, predict the reaction product. The product is: [NH2:44][C:45]1[C:46]2[N:53]([C:54]3[CH:55]=[CH:56][C:57]([NH:60][C:61]([C:63]4[N:64]([CH3:72])[C:65]5[C:70]([CH:71]=4)=[CH:69][CH:68]=[CH:67][CH:66]=5)=[O:62])=[CH:58][CH:59]=3)[N:52]=[C:51]([CH:75]3[CH2:80][CH2:79][NH:78][CH2:77][CH2:76]3)[C:47]=2[N:48]=[CH:49][N:50]=1.